Dataset: Full USPTO retrosynthesis dataset with 1.9M reactions from patents (1976-2016). Task: Predict the reactants needed to synthesize the given product. (1) Given the product [F:11][C:12]([F:19])([F:18])[C:13]1[NH:2][C:1]([C:3]2[CH:8]=[CH:7][CH:6]=[CH:5][N:4]=2)=[N:9][N:10]=1, predict the reactants needed to synthesize it. The reactants are: [C:1]([C:3]1[CH:8]=[CH:7][CH:6]=[CH:5][N:4]=1)#[N:2].[NH2:9][NH2:10].[F:11][C:12]([F:19])([F:18])[C:13](OCC)=O. (2) The reactants are: C[O:2][C:3](=[O:37])[CH2:4][CH2:5][C:6]1[CH:11]=[CH:10][C:9]([O:12][CH2:13][CH2:14][CH:15]([O:17][C:18]2[CH:23]=[CH:22][C:21]([O:24][C:25]([F:28])([F:27])[F:26])=[CH:20][C:19]=2[C:29]([C:31]2[S:32][CH:33]=[CH:34][CH:35]=2)=[O:30])[CH3:16])=[CH:8][C:7]=1[CH3:36].[OH-].[Na+].Cl. Given the product [CH3:36][C:7]1[CH:8]=[C:9]([O:12][CH2:13][CH2:14][CH:15]([O:17][C:18]2[CH:23]=[CH:22][C:21]([O:24][C:25]([F:27])([F:28])[F:26])=[CH:20][C:19]=2[C:29]([C:31]2[S:32][CH:33]=[CH:34][CH:35]=2)=[O:30])[CH3:16])[CH:10]=[CH:11][C:6]=1[CH2:5][CH2:4][C:3]([OH:37])=[O:2], predict the reactants needed to synthesize it.